This data is from Catalyst prediction with 721,799 reactions and 888 catalyst types from USPTO. The task is: Predict which catalyst facilitates the given reaction. (1) Product: [CH2:12]([C:3]1([C:7]([O:9][CH2:10][CH3:11])=[O:8])[CH2:4][CH2:5][CH2:6][CH:2]1[O:1][C:23](=[O:24])[C:22]1[CH:26]=[CH:27][CH:28]=[C:20]([CH3:19])[CH:21]=1)[CH:13]([CH3:14])[CH3:15]. Reactant: [OH:1][CH:2]1[CH2:6][CH2:5][CH2:4][C:3]1([CH2:12][CH:13]([CH3:15])[CH3:14])[C:7]([O:9][CH2:10][CH3:11])=[O:8].C(Cl)Cl.[CH3:19][C:20]1[CH:21]=[C:22]([CH:26]=[CH:27][CH:28]=1)[C:23](Cl)=[O:24]. The catalyst class is: 17. (2) Reactant: [Br:1][C:2]1[C:7]([F:8])=[CH:6][C:5]([NH:9]C(=O)C(F)(F)F)=[C:4]([N+:16]([O-:18])=[O:17])[CH:3]=1.CO.C([O-])([O-])=O.[K+].[K+]. Product: [Br:1][C:2]1[C:7]([F:8])=[CH:6][C:5]([NH2:9])=[C:4]([N+:16]([O-:18])=[O:17])[CH:3]=1. The catalyst class is: 6. (3) Reactant: [CH3:1][O:2][C:3](=[O:19])[CH2:4][N:5]1[CH:9]=[C:8]([C:10](C)(C)[O:11][SiH2]C(C)(C)C)[CH:7]=[N:6]1.P([O-])([O-])([O-])=O. Product: [CH3:1][O:2][C:3](=[O:19])[CH2:4][N:5]1[CH:9]=[C:8]([CH2:10][OH:11])[CH:7]=[N:6]1. The catalyst class is: 23. (4) Product: [CH3:18][C:14]1([CH3:19])[O:13][C:12]2[CH:11]=[CH:10][CH:9]=[C:8]([CH2:7][CH2:6][N:20]3[CH2:25][CH2:24][CH:23]([C:26]([O:28][CH2:29][CH3:30])=[O:27])[CH2:22][CH2:21]3)[C:17]=2[CH2:16][O:15]1. Reactant: CS(O[CH2:6][CH2:7][C:8]1[C:17]2[CH2:16][O:15][C:14]([CH3:19])([CH3:18])[O:13][C:12]=2[CH:11]=[CH:10][CH:9]=1)(=O)=O.[NH:20]1[CH2:25][CH2:24][CH:23]([C:26]([O:28][CH2:29][CH3:30])=[O:27])[CH2:22][CH2:21]1. The catalyst class is: 3. (5) Reactant: [CH:1]1[CH:6]=[CH:5][C:4]([C@@H:7]([NH2:10])[CH2:8][OH:9])=[CH:3][CH:2]=1.N1C=CC=CC=1.[F:17][C:18]([F:29])([F:28])[C:19](O[C:19](=[O:20])[C:18]([F:29])([F:28])[F:17])=[O:20]. Product: [F:17][C:18]([F:29])([F:28])[C:19]([NH:10][C@H:7]([C:4]1[CH:5]=[CH:6][CH:1]=[CH:2][CH:3]=1)[CH2:8][OH:9])=[O:20]. The catalyst class is: 2.